The task is: Regression. Given a target protein amino acid sequence and a drug SMILES string, predict the binding affinity score between them. We predict pKi (pKi = -log10(Ki in M); higher means stronger inhibition). Dataset: bindingdb_ki.. This data is from Drug-target binding data from BindingDB using Ki measurements. (1) The compound is CN(CCCN1c2ccccc2CCc2ccccc21)CC(=O)c1ccc(Cl)cc1. The target protein (P10608) has sequence MEPHGNDSDFLLAPNGSRAPGHDITQERDEAWVVGMAILMSVIVLAIVFGNVLVITAIAKFERLQTVTNYFITSLACADLVMGLAVVPFGASHILMKMWNFGNFWCEFWTSIDVLCVTASIETLCVIAVDRYVAITSPFKYQSLLTKNKARVVILMVWIVSGLTSFLPIQMHWYRATHKQAIDCYAKETCCDFFTNQAYAIASSIVSFYVPLVVMVFVYSRVFQVAKRQLQKIDKSEGRFHAQNLSQVEQDGRSGHGLRSSSKFCLKEHKALKTLGIIMGTFTLCWLPFFIVNIVHVIRANLIPKEVYILLNWLGYVNSAFNPLIYCRSPDFRIAFQELLCLRRSSSKTYGNGYSSNSNGRTDYTGEQSAYQLGQEKENELLCEEAPGMEGFVNCQGTVPSLSIDSQGRNCNTNDSPL. The pKi is 5.0. (2) The pKi is 5.2. The target protein sequence is MEENTFGVQQIQPNVISVRLFKRKVGGLGFLVKERVSKPPVIISDLIRGGAAEQSGLIQAGDIILAVNDRPLVDLSYDSALEVLRGIASETHVVLILRGPEGFTTHLETTFTGDGTPKTIRVTQPLGPPTKAVDLSHQPSASKDQSLAVDRVTGLGNGPQHAQGHGQGAGSVSQANGVAIDPTMKSTKANLQDIGEHDELLKEIEPVLSILNSGSKATNRGGPAKAEMKDTGIQVDRDLDGKSHKAPPLGGDNDRVFNDLWGKDNVPVILNNPYSEKEQSPTSGKQSPTKNGSPSRCPRFLKVKNWETDVVLTDTLHLKSTLETGCTEHICMGSIVLPSQHTRKPEDVRTKDQLFPLAKEFLDQYYSSIKRFGSKAHMDRLEEVNKEIESTSTYQLKDTELIYGAKHAWRNASRCVGRIQWSKLQVFDARDCTTAHGMFNYICNHVKYATNKGNLRSAITIFPQRTDGKHDFRVWNSQLIRYAGYKQPDGSTLGDPANVQ.... The compound is Cc1cc(N)nc(C[C@H]2CNC[C@@H]2NCCNCc2cccc(Cl)c2)c1.